This data is from Full USPTO retrosynthesis dataset with 1.9M reactions from patents (1976-2016). The task is: Predict the reactants needed to synthesize the given product. (1) Given the product [CH2:21]([O:28][C:29]([NH:5][C@H:4]([C:6]([O:8][CH2:9][CH3:10])=[O:7])[C@H:3]([C:2]([F:12])([F:13])[F:1])[CH3:11])=[O:30])[C:22]1[CH:27]=[CH:26][CH:25]=[CH:24][CH:23]=1, predict the reactants needed to synthesize it. The reactants are: [F:1][C:2]([F:13])([F:12])[C@H:3]([CH3:11])[C@@H:4]([C:6]([O:8][CH2:9][CH3:10])=[O:7])[NH2:5].C(N(CC)CC)C.[CH2:21]([O:28][C:29](ON1C(=O)CCC1=O)=[O:30])[C:22]1[CH:27]=[CH:26][CH:25]=[CH:24][CH:23]=1. (2) Given the product [O:2]1[C:1]([C:3]2[CH:10]=[CH:9][C:6]([C:7]#[N:8])=[CH:5][CH:4]=2)=[CH:13][N:11]=[CH:12]1, predict the reactants needed to synthesize it. The reactants are: [CH:1]([C:3]1[CH:10]=[CH:9][C:6]([C:7]#[N:8])=[CH:5][CH:4]=1)=[O:2].[N+:11]([CH2:13]S(C1C=CC(C)=CC=1)(=O)=O)#[C-:12].C(=O)([O-])[O-].[K+].[K+]. (3) Given the product [C:1]([O:5][C:6]([NH:8][C@@H:9]([CH2:14][CH2:15][CH2:16][C@H:17]([CH2:27][CH2:28][S:29][CH3:30])[C@@H:18]([O:22][CH2:23][CH:24]([CH3:25])[CH3:26])[C@@H:19]([OH:21])[CH3:20])[C:10]([OH:12])=[O:11])=[O:7])([CH3:2])([CH3:4])[CH3:3], predict the reactants needed to synthesize it. The reactants are: [C:1]([O:5][C:6]([NH:8][C@@H:9]([CH2:14][CH2:15][CH2:16][C@H:17]([CH2:27][CH2:28][S:29][CH3:30])[C@@H:18]([O:22][CH2:23][CH:24]([CH3:26])[CH3:25])[C@@H:19]([OH:21])[CH3:20])[C:10]([O:12]C)=[O:11])=[O:7])([CH3:4])([CH3:3])[CH3:2]. (4) Given the product [Cl:6][C:7]1[CH:8]=[C:9]([CH3:14])[CH:10]=[C:11]([F:13])[C:12]=1[CH:15]=[O:16], predict the reactants needed to synthesize it. The reactants are: [Li]CCCC.[Cl:6][C:7]1[CH:8]=[C:9]([CH3:14])[CH:10]=[C:11]([F:13])[CH:12]=1.[CH:15](N1CCOCC1)=[O:16]. (5) Given the product [CH2:19]([NH:1][C:4]1[C:5]([NH:14][S:15]([CH3:18])(=[O:17])=[O:16])=[N:6][CH:7]=[C:8]([C:10]([F:13])([F:12])[F:11])[CH:9]=1)[CH3:20], predict the reactants needed to synthesize it. The reactants are: [N+:1]([C:4]1[C:5]([NH:14][S:15]([CH3:18])(=[O:17])=[O:16])=[N:6][CH:7]=[C:8]([C:10]([F:13])([F:12])[F:11])[CH:9]=1)([O-])=O.[C:19](#N)[CH3:20].C([O-])(=O)C.[NH4+]. (6) Given the product [NH2:35][CH2:34][C:29]1[CH:30]=[CH:31][CH:32]=[CH:33][C:28]=1[C:24]1[CH:25]=[CH:26][CH:27]=[C:22]([CH2:21][NH:20][C:13]2[N:12]=[C:11]([NH:10][CH2:9][C@H:6]3[CH2:7][CH2:8][C@H:3]([CH2:2][OH:1])[CH2:4][CH2:5]3)[C:16]([N+:17]([O-:19])=[O:18])=[CH:15][N:14]=2)[C:23]=1[CH3:49], predict the reactants needed to synthesize it. The reactants are: [OH:1][CH2:2][CH:3]1[CH2:8][CH2:7][CH:6]([CH2:9][NH:10][C:11]2[C:16]([N+:17]([O-:19])=[O:18])=[CH:15][N:14]=[C:13]([NH:20][CH2:21][C:22]3[CH:23]=[C:24]([C:28]4[CH:33]=[CH:32][CH:31]=[CH:30][C:29]=4[CH2:34][N:35]4C(=O)C5C(=CC=CC=5)C4=O)[CH:25]=[CH:26][CH:27]=3)[N:12]=2)[CH2:5][CH2:4]1.O.NN.[CH3:49]CO.C(Cl)Cl.